Predict the product of the given reaction. From a dataset of Forward reaction prediction with 1.9M reactions from USPTO patents (1976-2016). (1) Given the reactants [C:1]([O:9]CC)(=O)[CH2:2][C:3]([O:5][CH2:6][CH3:7])=[O:4].[Li].[O:13]1[C:17](C(Cl)=O)=[CH:16][CH:15]=[N:14]1.Cl, predict the reaction product. The product is: [CH2:6]([O:5][C:3](=[O:4])[CH2:2][C:1]([C:17]1[O:13][N:14]=[CH:15][CH:16]=1)=[O:9])[CH3:7]. (2) Given the reactants [NH2:1][C:2]1[CH:6]=[C:5]([C:7]2[S:8][CH:9]=[CH:10][CH:11]=2)[NH:4][N:3]=1.[C:12]1([C:21]2[CH:26]=[CH:25][C:24]([C:27]([O-:29])=O)=[CH:23][CH:22]=2)[CH:17]=[CH:16][C:15]([C:18]([O-:20])=O)=[CH:14][CH:13]=1, predict the reaction product. The product is: [S:8]1[CH:9]=[CH:10][CH:11]=[C:7]1[C:5]1[NH:4][N:3]=[C:2]([NH:1][C:27]([C:24]2[CH:23]=[CH:22][C:21]([C:12]3[CH:13]=[CH:14][C:15]([C:18]([NH:1][C:2]4[CH:6]=[C:5]([C:7]5[S:8][CH:9]=[CH:10][CH:11]=5)[NH:4][N:3]=4)=[O:20])=[CH:16][CH:17]=3)=[CH:26][CH:25]=2)=[O:29])[CH:6]=1.